Dataset: Catalyst prediction with 721,799 reactions and 888 catalyst types from USPTO. Task: Predict which catalyst facilitates the given reaction. (1) Reactant: C=[C:2]1[CH2:5][CH:4]([NH:6][C:7](=[O:13])[O:8][C:9]([CH3:12])([CH3:11])[CH3:10])[CH2:3]1.[O:14]=[O+][O-].CCOC(C)=O. Product: [O:14]=[C:2]1[CH2:5][CH:4]([NH:6][C:7](=[O:13])[O:8][C:9]([CH3:12])([CH3:11])[CH3:10])[CH2:3]1. The catalyst class is: 61. (2) Reactant: [F:1][C:2]([F:18])([F:17])[C:3]1[CH:7]=[C:6]([NH2:8])[N:5]([C:9]2[CH:14]=[CH:13][CH:12]=[C:11]([O:15][CH3:16])[CH:10]=2)[N:4]=1.CCN(CC)CC.[Cl:26][C:27]1[CH:32]=[CH:31][C:30]([N:33]=[C:34]=[O:35])=[CH:29][CH:28]=1. Product: [Cl:26][C:27]1[CH:32]=[CH:31][C:30]([NH:33][C:34]([NH:8][C:6]2[N:5]([C:9]3[CH:14]=[CH:13][CH:12]=[C:11]([O:15][CH3:16])[CH:10]=3)[N:4]=[C:3]([C:2]([F:1])([F:17])[F:18])[CH:7]=2)=[O:35])=[CH:29][CH:28]=1. The catalyst class is: 1. (3) Reactant: [Cl:1][C:2]1[S:6][C:5]([C:7]2[O:11][N:10]=[CH:9][C:8]=2[CH2:12][CH2:13][C:14](OC)=[O:15])=[CH:4][CH:3]=1.[H-].C([Al+]CC(C)C)C(C)C.Cl. Product: [Cl:1][C:2]1[S:6][C:5]([C:7]2[O:11][N:10]=[CH:9][C:8]=2[CH2:12][CH2:13][CH2:14][OH:15])=[CH:4][CH:3]=1. The catalyst class is: 7. (4) Reactant: [OH:1][C:2]1[CH:3]=[C:4]2[C:14](=[O:15])[C:13]3[C:8](=[CH:9][CH:10]=[CH:11][CH:12]=3)[C:5]2=[N:6][CH:7]=1.N(C(OC(C)(C)C)=O)=NC(OC(C)(C)C)=O.C1(P(C2C=CC=CC=2)C2C=CC=CC=2)C=CC=CC=1.O[CH2:52][CH2:53][N:54]1[CH2:58][CH2:57][CH2:56][C:55]1=[O:59]. Product: [O:59]=[C:55]1[CH2:56][CH2:57][CH2:58][N:54]1[CH2:53][CH2:52][O:1][C:2]1[CH:3]=[C:4]2[C:14](=[O:15])[C:13]3[C:8](=[CH:9][CH:10]=[CH:11][CH:12]=3)[C:5]2=[N:6][CH:7]=1. The catalyst class is: 7. (5) Reactant: [CH3:1][NH:2][C:3]([C:5]1[C:10](=[O:11])[C:9]([C:12]2[CH:17]=[CH:16][CH:15]=[C:14]([CH2:18]O)[CH:13]=2)=[C:8]([CH3:20])[N:7]([CH:21]([C:23]2[CH:28]=[CH:27][C:26]([C:29]#[N:30])=[CH:25][CH:24]=2)[CH3:22])[CH:6]=1)=[O:4].COCCN(S(F)(F)[F:41])CCOC. Product: [CH3:1][NH:2][C:3]([C:5]1[C:10](=[O:11])[C:9]([C:12]2[CH:17]=[CH:16][CH:15]=[C:14]([CH2:18][F:41])[CH:13]=2)=[C:8]([CH3:20])[N:7]([CH:21]([C:23]2[CH:28]=[CH:27][C:26]([C:29]#[N:30])=[CH:25][CH:24]=2)[CH3:22])[CH:6]=1)=[O:4]. The catalyst class is: 4. (6) Reactant: [CH:1]1[C:10]2[C:5](=[CH:6][CH:7]=[CH:8][CH:9]=2)[CH:4]=[CH:3][C:2]=1[C:11]1[N:12]=[C:13]([NH:16][C:17]([C:19]2[CH:28]=[CH:27][CH:26]=[CH:25][C:20]=2[C:21]([O:23][CH3:24])=[O:22])=O)[S:14][CH:15]=1.COC1C=CC(P2(SP(C3C=CC(OC)=CC=3)(=S)S2)=[S:38])=CC=1. Product: [CH:1]1[C:10]2[C:5](=[CH:6][CH:7]=[CH:8][CH:9]=2)[CH:4]=[CH:3][C:2]=1[C:11]1[N:12]=[C:13]([NH:16][C:17]([C:19]2[CH:28]=[CH:27][CH:26]=[CH:25][C:20]=2[C:21]([O:23][CH3:24])=[O:22])=[S:38])[S:14][CH:15]=1. The catalyst class is: 113. (7) Reactant: [NH2:1][C:2]1[N:7]=[CH:6][C:5]([C:8]2[CH:9]=[C:10]([NH2:19])[C:11]([NH:14][C:15]([CH3:18])([CH3:17])[CH3:16])=[CH:12][CH:13]=2)=[CH:4][N:3]=1.[CH:20]([C:23]1[N:27]=[C:26]([C:28]2[CH:35]=[CH:34][CH:33]=[CH:32][C:29]=2[CH:30]=O)[O:25][N:24]=1)([CH3:22])[CH3:21].OOS([O-])=O.[K+]. Product: [C:15]([N:14]1[C:11]2[CH:12]=[CH:13][C:8]([C:5]3[CH:4]=[N:3][C:2]([NH2:1])=[N:7][CH:6]=3)=[CH:9][C:10]=2[N:19]=[C:30]1[C:29]1[CH:32]=[CH:33][CH:34]=[CH:35][C:28]=1[C:26]1[O:25][N:24]=[C:23]([CH:20]([CH3:22])[CH3:21])[N:27]=1)([CH3:16])([CH3:18])[CH3:17]. The catalyst class is: 18. (8) Reactant: [OH:1][CH2:2][C:3](=[CH2:17])[C:4]([O:6][CH:7]1[CH2:15][CH:14]2[CH2:16][CH:8]1[CH:9]1[CH:13]2[CH2:12][CH2:11][CH2:10]1)=[O:5].N1C=CC=CC=1.[C:24](OC(=O)C)(=[O:26])[CH3:25]. Product: [C:24]([O:1][CH2:2][C:3](=[CH2:17])[C:4]([O:6][CH:7]1[CH2:15][CH:14]2[CH2:16][CH:8]1[CH:9]1[CH:13]2[CH2:12][CH2:11][CH2:10]1)=[O:5])(=[O:26])[CH3:25]. The catalyst class is: 6. (9) Reactant: [NH2:1][C:2]1[CH:3]=[C:4]([C:8](=[N:13][OH:14])[C:9]([F:12])([F:11])[F:10])[CH:5]=[CH:6][CH:7]=1.Br[CH2:16][CH2:17][O:18][CH2:19][CH2:20]Br.CCN(C(C)C)C(C)C. Product: [F:10][C:9]([F:12])([F:11])[C:8]([C:4]1[CH:5]=[CH:6][CH:7]=[C:2]([N:1]2[CH2:20][CH2:19][O:18][CH2:17][CH2:16]2)[CH:3]=1)=[N:13][OH:14]. The catalyst class is: 11. (10) Reactant: C(N(CC)CC)C.[CH:8]([C:10]1[C:18]2[C:13](=[C:14]([O:19][CH3:20])[CH:15]=[CH:16][CH:17]=2)[N:12](C(OC(C)(C)C)=O)[CH:11]=1)=[O:9].[CH:28](=[N:35][C:36]1[CH:41]=[CH:40][CH:39]=[C:38]([O:42][CH3:43])[CH:37]=1)[C:29]1[CH:34]=[CH:33][CH:32]=[CH:31][CH:30]=1. Product: [CH3:20][O:19][C:14]1[CH:15]=[CH:16][CH:17]=[C:18]2[C:13]=1[NH:12][CH:11]=[C:10]2[C:8](=[O:9])[CH:28]([NH:35][C:36]1[CH:41]=[CH:40][CH:39]=[C:38]([O:42][CH3:43])[CH:37]=1)[C:29]1[CH:30]=[CH:31][CH:32]=[CH:33][CH:34]=1. The catalyst class is: 433.